This data is from Full USPTO retrosynthesis dataset with 1.9M reactions from patents (1976-2016). The task is: Predict the reactants needed to synthesize the given product. (1) Given the product [Br:22][C:23]1[CH:28]=[CH:27][CH:26]=[CH:25][C:24]=1[NH:29][C:30]([O:14][CH:11]1[CH2:12][CH2:13][N:8]([C:6]([O:5][C:1]([CH3:4])([CH3:2])[CH3:3])=[O:7])[CH2:9][CH2:10]1)=[O:31], predict the reactants needed to synthesize it. The reactants are: [C:1]([O:5][C:6]([N:8]1[CH2:13][CH2:12][CH:11]([OH:14])[CH2:10][CH2:9]1)=[O:7])([CH3:4])([CH3:3])[CH3:2].C(N(CC)CC)C.[Br:22][C:23]1[CH:28]=[CH:27][CH:26]=[CH:25][C:24]=1[N:29]=[C:30]=[O:31]. (2) The reactants are: [CH3:1][C:2]1[N:3]=[CH:4][S:5][C:6]=1[C:7]([OH:9])=O.O1CCCC1.C(Cl)(=O)C(Cl)=O.[NH2:21][C:22]1[CH:23]=[C:24]([CH:41]=[CH:42][CH:43]=1)[O:25][C:26]1[CH:27]=[CH:28][C:29]2[N:30]([N:32]=[C:33]([NH:35][C:36]([CH:38]3[CH2:40][CH2:39]3)=[O:37])[N:34]=2)[CH:31]=1. Given the product [CH:38]1([C:36]([NH:35][C:33]2[N:34]=[C:29]3[CH:28]=[CH:27][C:26]([O:25][C:24]4[CH:23]=[C:22]([NH:21][C:7]([C:6]5[S:5][CH:4]=[N:3][C:2]=5[CH3:1])=[O:9])[CH:43]=[CH:42][CH:41]=4)=[CH:31][N:30]3[N:32]=2)=[O:37])[CH2:39][CH2:40]1, predict the reactants needed to synthesize it. (3) Given the product [N:17]1([CH:13]([NH:8][C:6](=[O:7])[C:5]2[CH:9]=[CH:10][C:2]([Cl:1])=[CH:3][CH:4]=2)[C:12]([Cl:16])([Cl:11])[CH3:15])[C:21]2[CH:22]=[CH:23][CH:24]=[CH:25][C:20]=2[N:19]=[N:18]1, predict the reactants needed to synthesize it. The reactants are: [Cl:1][C:2]1[CH:10]=[CH:9][C:5]([C:6]([NH2:8])=[O:7])=[CH:4][CH:3]=1.[Cl:11][C:12]([Cl:16])([CH3:15])[CH:13]=O.[NH:17]1[C:21]2[CH:22]=[CH:23][CH:24]=[CH:25][C:20]=2[N:19]=[N:18]1.C1(C)C=CC(S(O)(=O)=O)=CC=1. (4) Given the product [CH2:15]([C@:11]1([CH2:21][NH:22][C:23](=[O:24])[O:25][C:26]([CH3:28])([CH3:27])[CH3:29])[CH2:12][CH2:13][CH2:14][N:9]([C:1](=[O:8])[C:2]2[CH:7]=[CH:6][CH:5]=[CH:4][CH:3]=2)[C:10]1=[O:30])[CH:31]=[CH2:32], predict the reactants needed to synthesize it. The reactants are: [C:1]([N:9]1[CH2:14][CH2:13][CH2:12][C:11]([CH2:21][NH:22][C:23]([O:25][C:26]([CH3:29])([CH3:28])[CH3:27])=[O:24])([C:15](OCC=C)=O)[C:10]1=[O:30])(=[O:8])[C:2]1[CH:7]=[CH:6][CH:5]=[CH:4][CH:3]=1.[CH3:31][CH2:32]OC(C)=O. (5) Given the product [Cl:43][C:42]1[CH:41]=[N:40][N:39]([CH3:44])[C:38]=1[C:20]1[CH:21]=[C:22]([NH:25][C:26](=[O:37])[C:27]2[CH:32]=[CH:31][CH:30]=[C:29]([C:33]([F:36])([F:34])[F:35])[CH:28]=2)[CH:23]=[CH:24][C:19]=1[O:18][CH2:17][C:16]([NH:15][CH2:1][CH3:2])([CH3:46])[CH3:45], predict the reactants needed to synthesize it. The reactants are: [C:1](O[BH-](OC(=O)C)OC(=O)C)(=O)[CH3:2].[Na+].[NH2:15][C:16]([CH3:46])([CH3:45])[CH2:17][O:18][C:19]1[CH:24]=[CH:23][C:22]([NH:25][C:26](=[O:37])[C:27]2[CH:32]=[CH:31][CH:30]=[C:29]([C:33]([F:36])([F:35])[F:34])[CH:28]=2)=[CH:21][C:20]=1[C:38]1[N:39]([CH3:44])[N:40]=[CH:41][C:42]=1[Cl:43].C(=O)C.FC(F)(F)C([O-])=O. (6) Given the product [C:1]1([C:7]#[C:8][C:9]2[CH:10]=[CH:11][C:12]([C:15]#[C:16][C:21]3[CH:22]=[CH:23][C:18]([Br:17])=[CH:19][CH:20]=3)=[CH:13][CH:14]=2)[CH:2]=[CH:3][CH:4]=[CH:5][CH:6]=1, predict the reactants needed to synthesize it. The reactants are: [C:1]1([C:7]#[C:8][C:9]2[CH:14]=[CH:13][C:12]([C:15]#[CH:16])=[CH:11][CH:10]=2)[CH:6]=[CH:5][CH:4]=[CH:3][CH:2]=1.[Br:17][C:18]1[CH:23]=[CH:22][C:21](I)=[CH:20][CH:19]=1. (7) Given the product [CH:14]([C@H:2]1[C:3](=[O:18])[NH:4][C:5]2[CH:10]=[C:9]([CH3:11])[CH:8]=[C:7]([CH3:12])[C:6]=2[O:13]1)([CH3:16])[CH3:15], predict the reactants needed to synthesize it. The reactants are: Br[C@H:2]([CH:14]([CH3:16])[CH3:15])[CH2:3][N-:4][C:5]1[CH:10]=[C:9]([CH3:11])[CH:8]=[C:7]([CH3:12])[C:6]=1[OH:13].C(=O)([O-])[O-:18].[K+].[K+].Cl.O. (8) The reactants are: [Cl:1][C:2]1[C:3]([F:31])=[C:4]([CH:8]2[C:12]([C:15]3[CH:20]=[CH:19][C:18]([Cl:21])=[CH:17][C:16]=3[F:22])([C:13]#[N:14])[CH:11]([CH2:23][C:24]([CH3:27])([CH3:26])[CH3:25])[NH:10][CH:9]2[C:28](O)=[O:29])[CH:5]=[CH:6][CH:7]=1.[NH2:32][C:33]1[CH:37]=[CH:36][S:35][C:34]=1[C:38](=[O:40])[CH3:39].CN(C(ON1N=NC2C=CC=NC1=2)=[N+](C)C)C.F[P-](F)(F)(F)(F)F.CCN(C(C)C)C(C)C. Given the product [C:38]([C:34]1[S:35][CH:36]=[CH:37][C:33]=1[NH:32][C:28]([CH:9]1[CH:8]([C:4]2[CH:5]=[CH:6][CH:7]=[C:2]([Cl:1])[C:3]=2[F:31])[C:12]([C:15]2[CH:20]=[CH:19][C:18]([Cl:21])=[CH:17][C:16]=2[F:22])([C:13]#[N:14])[CH:11]([CH2:23][C:24]([CH3:26])([CH3:27])[CH3:25])[NH:10]1)=[O:29])(=[O:40])[CH3:39], predict the reactants needed to synthesize it.